This data is from Forward reaction prediction with 1.9M reactions from USPTO patents (1976-2016). The task is: Predict the product of the given reaction. (1) Given the reactants [CH2:1]([O:3][C:4](=[O:12])[CH:5]([CH3:11])[C:6]([O:8][CH2:9][CH3:10])=[O:7])[CH3:2].[H-].[Na+].BrC[CH:17]=[C:18]([CH3:20])[CH3:19].O1CCC[CH2:22]1, predict the reaction product. The product is: [CH2:1]([O:3][C:4](=[O:12])[C:5]([CH3:22])([CH2:11][CH:17]=[C:18]([CH3:20])[CH3:19])[C:6]([O:8][CH2:9][CH3:10])=[O:7])[CH3:2]. (2) Given the reactants [CH3:1][O:2][C:3]1[CH:8]=[C:7]([O:9][CH3:10])[CH:6]=[CH:5][C:4]=1[C:11]([N:13]1[CH2:20][CH:19]2[CH:15]([CH2:16][NH:17][CH2:18]2)[CH2:14]1)=[O:12].Cl[C:22]1[N:27]=[C:26]([CH3:28])[CH:25]=[CH:24][N:23]=1, predict the reaction product. The product is: [CH3:1][O:2][C:3]1[CH:8]=[C:7]([O:9][CH3:10])[CH:6]=[CH:5][C:4]=1[C:11]([N:13]1[CH2:20][CH:19]2[CH:15]([CH2:16][N:17]([C:22]3[N:27]=[C:26]([CH3:28])[CH:25]=[CH:24][N:23]=3)[CH2:18]2)[CH2:14]1)=[O:12].